This data is from Forward reaction prediction with 1.9M reactions from USPTO patents (1976-2016). The task is: Predict the product of the given reaction. (1) Given the reactants C(OC([N:8]1[CH2:13][CH2:12][CH2:11][N:10](C(OC(C)(C)C)=O)[C:9]1=[N:21][C:22]1[CH:27]=[CH:26][CH:25]=[C:24]([C:28](=[O:64])[NH:29][CH2:30][C:31](=[O:63])[NH:32][C@H:33]([C:42](=[O:62])[NH:43][C:44]2[CH:49]=[CH:48][C:47]([O:50][CH2:51][CH2:52][CH2:53][NH:54]C(OC(C)(C)C)=O)=[CH:46][CH:45]=2)[CH2:34][C:35]([O:37]C(C)(C)C)=[O:36])[CH:23]=1)=O)(C)(C)C.[F:65][C:66]([F:71])([F:70])[C:67]([OH:69])=[O:68], predict the reaction product. The product is: [NH2:54][CH2:53][CH2:52][CH2:51][O:50][C:47]1[CH:48]=[CH:49][C:44]([NH:43][C:42](=[O:62])[C@@H:33]([NH:32][C:31](=[O:63])[CH2:30][NH:29][C:28](=[O:64])[C:24]2[CH:25]=[CH:26][CH:27]=[C:22]([N:21]=[C:9]3[NH:8][CH2:13][CH2:12][CH2:11][NH:10]3)[CH:23]=2)[CH2:34][C:35]([OH:37])=[O:36])=[CH:45][CH:46]=1.[F:65][C:66]([F:71])([F:70])[C:67]([O-:69])=[O:68]. (2) Given the reactants [F:1][C:2]([F:30])([F:29])[C@@H:3]([NH:20][C@H:21]([C:26](O)=[O:27])[CH2:22][CH:23]([CH3:25])[CH3:24])[C:4]1[CH:9]=[CH:8][C:7]([C:10]2[CH:15]=[CH:14][C:13]([S:16]([CH3:19])(=[O:18])=[O:17])=[CH:12][CH:11]=2)=[CH:6][CH:5]=1.F[P-](F)(F)(F)(F)F.N1(OC(N(C)C)=[N+](C)C)[C:42]2[N:43]=C[CH:45]=[CH:46][C:41]=2[N:40]=N1.Cl.C1(N)CC1.[NH4+], predict the reaction product. The product is: [C:42]([C:41]1([NH:40][C:26](=[O:27])[C@H:21]([CH2:22][CH:23]([CH3:25])[CH3:24])[NH:20][C@@H:3]([C:4]2[CH:9]=[CH:8][C:7]([C:10]3[CH:15]=[CH:14][C:13]([S:16]([CH3:19])(=[O:18])=[O:17])=[CH:12][CH:11]=3)=[CH:6][CH:5]=2)[C:2]([F:1])([F:30])[F:29])[CH2:45][CH2:46]1)#[N:43]. (3) The product is: [C:10]([O:14][C:15]([O:17][CH2:18][C@@:19]1([C:32]#[CH:33])[O:23][C@@H:22]([N:1]2[CH:9]=[C:7]([CH3:8])[C:5](=[O:6])[NH:4][C:2]2=[O:3])[CH:21]=[CH:20]1)=[O:16])([CH3:13])([CH3:12])[CH3:11]. Given the reactants [NH:1]1[CH:9]=[C:7]([CH3:8])[C:5](=[O:6])[NH:4][C:2]1=[O:3].[C:10]([O:14][C:15]([O:17][CH2:18][C@@:19]1([C:32]#[CH:33])[O:23][C@@H:22](OC(OC(C)(C)C)=O)[CH:21]=[CH:20]1)=[O:16])([CH3:13])([CH3:12])[CH3:11], predict the reaction product. (4) The product is: [O:2]1[CH2:13][CH2:14][O:15][CH:1]1[C:3]1[CH:8]=[C:7]([CH3:9])[C:6]([N+:10]([O-:12])=[O:11])=[CH:5][N:4]=1. Given the reactants [CH:1]([C:3]1[CH:8]=[C:7]([CH3:9])[C:6]([N+:10]([O-:12])=[O:11])=[CH:5][N:4]=1)=[O:2].[CH2:13](O)[CH2:14][OH:15], predict the reaction product. (5) The product is: [CH3:1][C:2]([CH3:23])([CH3:22])[CH2:3][N:4]1[C:8]2[CH:9]=[CH:10][C:11]([C:13]3[CH:14]=[C:15]([CH:16]=[CH:17][CH:18]=3)[O:19][C:31]3[N:32]=[CH:33][CH:34]=[CH:35][C:36]=3[C:37]#[N:38])=[CH:12][C:7]=2[N:6]([CH3:20])[C:5]1=[O:21]. Given the reactants [CH3:1][C:2]([CH3:23])([CH3:22])[CH2:3][N:4]1[C:8]2[CH:9]=[CH:10][C:11]([C:13]3[CH:18]=[CH:17][CH:16]=[C:15]([OH:19])[CH:14]=3)=[CH:12][C:7]=2[N:6]([CH3:20])[C:5]1=[O:21].C(=O)([O-])[O-].[K+].[K+].Cl[C:31]1[C:36]([C:37]#[N:38])=[CH:35][CH:34]=[CH:33][N:32]=1, predict the reaction product. (6) Given the reactants [O:1]([CH:19]([CH3:24])[CH2:20][CH2:21][CH2:22][OH:23])[Si:2]([C:15]([CH3:18])([CH3:17])[CH3:16])([C:9]1[CH:14]=[CH:13][CH:12]=[CH:11][CH:10]=1)[C:3]1[CH:8]=[CH:7][CH:6]=[CH:5][CH:4]=1.N1C=CC=CC=1.[S:31](Cl)([C:34]1[CH:40]=[CH:39][C:37]([CH3:38])=[CH:36][CH:35]=1)(=[O:33])=[O:32], predict the reaction product. The product is: [O:1]([CH:19]([CH3:24])[CH2:20][CH2:21][CH2:22][O:23][S:31]([C:34]1[CH:40]=[CH:39][C:37]([CH3:38])=[CH:36][CH:35]=1)(=[O:33])=[O:32])[Si:2]([C:15]([CH3:16])([CH3:17])[CH3:18])([C:9]1[CH:10]=[CH:11][CH:12]=[CH:13][CH:14]=1)[C:3]1[CH:8]=[CH:7][CH:6]=[CH:5][CH:4]=1. (7) Given the reactants [C:1]12([CH:7]3[CH2:8][CH2:9][CH:4]1[CH:5]1[C:13](=[O:14])[O:12][C:10](=[O:11])[CH:6]13)[CH2:3][CH2:2]2.[Br:15][C:16]1[CH:22]=[CH:21][C:19]([NH2:20])=[CH:18][CH:17]=1, predict the reaction product. The product is: [Br:15][C:16]1[CH:22]=[CH:21][C:19]([NH:20][C:10]([C@@H:6]2[C@H:7]3[C:1]4([CH2:3][CH2:2]4)[C@H:4]([CH2:9][CH2:8]3)[C@@H:5]2[C:13]([OH:12])=[O:14])=[O:11])=[CH:18][CH:17]=1. (8) Given the reactants [NH2:1][C:2]1[CH:7]=[CH:6][CH:5]=[C:4]([O:8][CH2:9][C:10]([F:13])([F:12])[F:11])[C:3]=1[S:14]([NH2:17])(=[O:16])=[O:15].[CH2:18]([N:25]([CH3:41])[C:26]1[CH:27]=[C:28]([NH:33][C:34]2[N:39]=[C:38](Cl)[CH:37]=[CH:36][N:35]=2)[CH:29]=[CH:30][C:31]=1[CH3:32])[C:19]1[CH:24]=[CH:23][CH:22]=[CH:21][CH:20]=1.Cl, predict the reaction product. The product is: [CH2:18]([N:25]([CH3:41])[C:26]1[CH:27]=[C:28]([NH:33][C:34]2[N:35]=[C:36]([NH:1][C:2]3[CH:7]=[CH:6][CH:5]=[C:4]([O:8][CH2:9][C:10]([F:11])([F:13])[F:12])[C:3]=3[S:14]([NH2:17])(=[O:16])=[O:15])[CH:37]=[CH:38][N:39]=2)[CH:29]=[CH:30][C:31]=1[CH3:32])[C:19]1[CH:20]=[CH:21][CH:22]=[CH:23][CH:24]=1. (9) Given the reactants O(Cl)[Cl:2].[P+5].[CH:5]1([C:10]2[NH:15][C:14](=O)[CH:13]=[C:12]([CH2:17][CH3:18])[N:11]=2)[CH2:9][CH2:8][CH2:7][CH2:6]1, predict the reaction product. The product is: [Cl:2][C:14]1[CH:13]=[C:12]([CH2:17][CH3:18])[N:11]=[C:10]([CH:5]2[CH2:9][CH2:8][CH2:7][CH2:6]2)[N:15]=1. (10) The product is: [OH:1][CH:2]1[CH2:7][CH2:6][N:5]([CH2:15][C:16]([NH:18][C:19]2[CH:20]=[C:21]([C:25]3[CH:34]=[N:33][C:32]4[C:31]([N:35]5[CH2:40][CH2:39][O:38][CH2:37][CH2:36]5)=[N:30][C:29]([C:41]5[CH:42]=[N:43][C:44]([NH:47][C:48](=[O:54])[O:49][C:50]([CH3:53])([CH3:52])[CH3:51])=[N:45][CH:46]=5)=[N:28][C:27]=4[CH:26]=3)[CH:22]=[CH:23][CH:24]=2)=[O:17])[CH2:4][CH2:3]1. Given the reactants [OH:1][CH:2]1[CH2:7][CH2:6][NH:5][CH2:4][CH2:3]1.C(=O)([O-])[O-].[K+].[K+].Cl[CH2:15][C:16]([NH:18][C:19]1[CH:20]=[C:21]([C:25]2[CH:34]=[N:33][C:32]3[C:31]([N:35]4[CH2:40][CH2:39][O:38][CH2:37][CH2:36]4)=[N:30][C:29]([C:41]4[CH:42]=[N:43][C:44]([NH:47][C:48](=[O:54])[O:49][C:50]([CH3:53])([CH3:52])[CH3:51])=[N:45][CH:46]=4)=[N:28][C:27]=3[CH:26]=2)[CH:22]=[CH:23][CH:24]=1)=[O:17], predict the reaction product.